From a dataset of Forward reaction prediction with 1.9M reactions from USPTO patents (1976-2016). Predict the product of the given reaction. (1) Given the reactants Cl.[C:2]([C:4]1([NH:7][C:8]([C@@H:10]2[CH2:14][C@@H:13]([S:15]([C:18]3[CH:23]=[CH:22][CH:21]=[CH:20][C:19]=3[C:24]([F:27])([F:26])[F:25])(=[O:17])=[O:16])[CH2:12][NH:11]2)=[O:9])[CH2:6][CH2:5]1)#[N:3].[CH:28](OC1C=CC([N+]([O-])=O)=CC=1)=[O:29], predict the reaction product. The product is: [C:2]([C:4]1([NH:7][C:8]([C@@H:10]2[CH2:14][C@@H:13]([S:15]([C:18]3[CH:23]=[CH:22][CH:21]=[CH:20][C:19]=3[C:24]([F:27])([F:25])[F:26])(=[O:17])=[O:16])[CH2:12][N:11]2[CH:28]=[O:29])=[O:9])[CH2:5][CH2:6]1)#[N:3]. (2) Given the reactants C(OC([N:8]1[CH2:13][CH2:12][CH:11]([C:14]2[CH:19]=[CH:18][C:17]([NH:20][S:21]([C:24]3[N:25]([CH3:33])[C:26]4[C:31]([CH:32]=3)=[CH:30][CH:29]=[CH:28][CH:27]=4)(=[O:23])=[O:22])=[C:16]([S:34]([CH3:37])(=[O:36])=[O:35])[CH:15]=2)[CH2:10][CH2:9]1)=O)(C)(C)C.[ClH:38].C(OCC)(=O)C, predict the reaction product. The product is: [ClH:38].[CH3:37][S:34]([C:16]1[CH:15]=[C:14]([CH:11]2[CH2:12][CH2:13][NH:8][CH2:9][CH2:10]2)[CH:19]=[CH:18][C:17]=1[NH:20][S:21]([C:24]1[N:25]([CH3:33])[C:26]2[C:31]([CH:32]=1)=[CH:30][CH:29]=[CH:28][CH:27]=2)(=[O:22])=[O:23])(=[O:36])=[O:35].